From a dataset of Catalyst prediction with 721,799 reactions and 888 catalyst types from USPTO. Predict which catalyst facilitates the given reaction. (1) Product: [Br:7][C:8]1[CH:9]=[C:10]([CH:13]2[O:14][CH2:15][CH2:16][O:17]2)[O:27][CH:12]=1. The catalyst class is: 316. Reactant: C1C=CC=CC=1.[Br:7][C:8]1[CH:9]=[C:10]([CH:13]=[O:14])S[CH:12]=1.[CH2:15](O)[CH2:16][OH:17].O.C1(C)C=CC(S(O)(=O)=[O:27])=CC=1. (2) Reactant: [CH:1]([Si:4]([CH:13]([CH3:15])[CH3:14])([CH:10]([CH3:12])[CH3:11])[O:5][CH2:6][C@H:7]([OH:9])[CH3:8])([CH3:3])[CH3:2].O[C:17]1[CH:18]=[C:19]([CH:24]=[C:25]([O:27][CH2:28][C:29]2[CH:34]=[CH:33][CH:32]=[CH:31][CH:30]=2)[CH:26]=1)[C:20]([O:22][CH3:23])=[O:21].C1(P(C2C=CC=CC=2)C2C=CC=CC=2)C=CC=CC=1.CC(OC(/N=N/C(OC(C)C)=O)=O)C. Product: [CH2:28]([O:27][C:25]1[CH:24]=[C:19]([CH:18]=[C:17]([O:9][C@@H:7]([CH3:8])[CH2:6][O:5][Si:4]([CH:1]([CH3:3])[CH3:2])([CH:10]([CH3:12])[CH3:11])[CH:13]([CH3:15])[CH3:14])[CH:26]=1)[C:20]([O:22][CH3:23])=[O:21])[C:29]1[CH:30]=[CH:31][CH:32]=[CH:33][CH:34]=1. The catalyst class is: 1. (3) Reactant: [NH2:1][C:2]1[C:3]([F:17])=[C:4]2[O:8][C:7]([CH:9]3[CH2:11][CH2:10]3)=[N:6][C:5]2=[C:12]([C:15]#[N:16])[C:13]=1[CH3:14].CO[CH:20]1[CH2:24][CH2:23][CH:22](OC)O1. Product: [CH:9]1([C:7]2[O:8][C:4]3[C:5](=[C:12]([C:15]#[N:16])[C:13]([CH3:14])=[C:2]([N:1]4[CH:20]=[CH:24][CH:23]=[CH:22]4)[C:3]=3[F:17])[N:6]=2)[CH2:10][CH2:11]1. The catalyst class is: 15.